The task is: Regression. Given two drug SMILES strings and cell line genomic features, predict the synergy score measuring deviation from expected non-interaction effect.. This data is from NCI-60 drug combinations with 297,098 pairs across 59 cell lines. (1) Drug 1: C1CCC(C1)C(CC#N)N2C=C(C=N2)C3=C4C=CNC4=NC=N3. Drug 2: CN(C)N=NC1=C(NC=N1)C(=O)N. Cell line: K-562. Synergy scores: CSS=23.9, Synergy_ZIP=11.5, Synergy_Bliss=11.8, Synergy_Loewe=7.66, Synergy_HSA=10.0. (2) Synergy scores: CSS=43.0, Synergy_ZIP=2.24, Synergy_Bliss=1.92, Synergy_Loewe=-11.3, Synergy_HSA=3.72. Drug 2: CCC1(C2=C(COC1=O)C(=O)N3CC4=CC5=C(C=CC(=C5CN(C)C)O)N=C4C3=C2)O.Cl. Drug 1: CC1=C(C(CCC1)(C)C)C=CC(=CC=CC(=CC(=O)O)C)C. Cell line: SF-268.